Dataset: Reaction yield outcomes from USPTO patents with 853,638 reactions. Task: Predict the reaction yield, written as a fraction of the theoretical maximum amount of product (1.0 means a 100% yield; for example, 0.34 means a 34% yield). (1) The reactants are C(O[BH-](OC(=O)C)OC(=O)C)(=O)C.[Na+].[C:15]([C:17]1[CH:24]=[CH:23][C:20]([CH:21]=O)=[CH:19][CH:18]=1)#[CH:16].[CH2:25]([NH:27][CH2:28][CH3:29])[CH3:26].C(O)(=O)C. The catalyst is ClCCCl. The product is [CH2:25]([N:27]([CH2:21][C:20]1[CH:23]=[CH:24][C:17]([C:15]#[CH:16])=[CH:18][CH:19]=1)[CH2:28][CH3:29])[CH3:26]. The yield is 0.632. (2) The catalyst is CN(C)C=O. The yield is 0.970. The reactants are [CH2:1]([O:8][C:9]1[CH:13]=[C:12]([C:14]([OH:16])=[O:15])[N:11]([C:17]2[CH:22]=[CH:21][CH:20]=[CH:19][CH:18]=2)[N:10]=1)[C:2]1[CH:7]=[CH:6][CH:5]=[CH:4][CH:3]=1.[I-].C.[C:25](=O)([O-])[O-].[K+].[K+].Cl. The product is [CH2:1]([O:8][C:9]1[CH:13]=[C:12]([C:14]([O:16][CH3:25])=[O:15])[N:11]([C:17]2[CH:22]=[CH:21][CH:20]=[CH:19][CH:18]=2)[N:10]=1)[C:2]1[CH:3]=[CH:4][CH:5]=[CH:6][CH:7]=1. (3) The reactants are [CH2:1]([O:5][C:6]1[CH:10]=[C:9]([CH2:11][CH2:12][S:13]([NH2:16])(=[O:15])=[O:14])[N:8]([CH2:17][C:18]2[CH:23]=[CH:22][C:21]([Cl:24])=[CH:20][C:19]=2[Cl:25])[N:7]=1)[CH2:2][CH2:3][CH3:4].C(N(CC)C(C)C)(C)C.Cl[C:36]([O:38][CH:39]([CH3:41])[CH3:40])=[O:37]. The catalyst is CN(C)C1C=CN=CC=1.CN(C)C(=O)C. The product is [CH2:1]([O:5][C:6]1[CH:10]=[C:9]([CH2:11][CH2:12][S:13]([NH:16][C:36](=[O:37])[O:38][CH:39]([CH3:41])[CH3:40])(=[O:14])=[O:15])[N:8]([CH2:17][C:18]2[CH:23]=[CH:22][C:21]([Cl:24])=[CH:20][C:19]=2[Cl:25])[N:7]=1)[CH2:2][CH2:3][CH3:4]. The yield is 0.660. (4) The reactants are [CH3:1][C:2]1[S:6][C:5]([C:7]2[CH:12]=[N:11][CH:10]=[CH:9][N:8]=2)=[N:4][C:3]=1[OH:13].[H-].[Na+].C1C=CC(N([S:23]([C:26]([F:29])([F:28])[F:27])(=[O:25])=[O:24])[S:23]([C:26]([F:29])([F:28])[F:27])(=[O:25])=[O:24])=CC=1.O. The catalyst is C1COCC1. The product is [CH3:1][C:2]1[S:6][C:5]([C:7]2[CH:12]=[N:11][CH:10]=[CH:9][N:8]=2)=[N:4][C:3]=1[O:13][S:23]([C:26]([F:29])([F:28])[F:27])(=[O:25])=[O:24]. The yield is 0.362. (5) The reactants are [F:1][C:2]1[C:7](F)=[CH:6][CH:5]=[C:4]([N+:9]([O-:11])=[O:10])[C:3]=1[CH2:12][C:13](=[O:15])[CH3:14].[C:16](=O)([O-])[O-:17].[K+].[K+]. The catalyst is CO. The product is [F:1][C:2]1[C:7]([O:17][CH3:16])=[CH:6][CH:5]=[C:4]([N+:9]([O-:11])=[O:10])[C:3]=1[CH2:12][C:13](=[O:15])[CH3:14]. The yield is 0.710. (6) The reactants are [CH2:1]([O:3][C:4](=[O:14])[C:5]#[C:6][C:7]1[CH:12]=[CH:11][CH:10]=[C:9]([CH3:13])[N:8]=1)[CH3:2].[I-].[NH2:16][N+:17]1[CH:22]=[CH:21][CH:20]=[CH:19][CH:18]=1.C1CCN2C(=NCCC2)CC1. The catalyst is C(#N)C. The product is [CH2:1]([O:3][C:4]([C:5]1[C:6]([C:7]2[CH:12]=[CH:11][CH:10]=[C:9]([CH3:13])[N:8]=2)=[N:16][N:17]2[CH:22]=[CH:21][CH:20]=[CH:19][C:18]=12)=[O:14])[CH3:2]. The yield is 0.240. (7) The reactants are [CH3:1][N:2]1[C:6]([C:7](Cl)=[O:8])=[CH:5][C:4]([CH3:10])=[N:3]1.[CH:11]([O:14][C:15]([N:17]1[C:26]2[C:21](=N[C:23]([C:27]([F:30])([F:29])[F:28])=[CH:24][CH:25]=2)[CH:20]([NH:31][CH2:32][C:33]2[CH:38]=[C:37]([C:39]([F:42])([F:41])[F:40])[CH:36]=[C:35]([C:43]([F:46])([F:45])[F:44])[CH:34]=2)[CH2:19][CH:18]1[CH2:47][CH3:48])=[O:16])([CH3:13])[CH3:12].N1C=CC=C[CH:50]=1. The catalyst is ClCCl. The yield is 0.560. The product is [CH:11]([O:14][C:15]([N:17]1[C:26]2[C:21](=[CH:50][C:23]([C:27]([F:29])([F:30])[F:28])=[CH:24][CH:25]=2)[C@H:20]([N:31]([CH2:32][C:33]2[CH:38]=[C:37]([C:39]([F:42])([F:40])[F:41])[CH:36]=[C:35]([C:43]([F:44])([F:46])[F:45])[CH:34]=2)[C:7]([C:6]2[N:2]([CH3:1])[N:3]=[C:4]([CH3:10])[CH:5]=2)=[O:8])[CH2:19][C@@H:18]1[CH2:47][CH3:48])=[O:16])([CH3:13])[CH3:12]. (8) The reactants are N([O-])=O.[Na+].N[C:6]1[CH:11]=[CH:10][C:9]([N:12]([C:17]2[C:36]([CH:37]3[CH2:39][CH2:38]3)=[CH:35][C:20]3[C:21]([C:31]([NH:33][CH3:34])=[O:32])=[C:22]([C:24]4[CH:29]=[CH:28][C:27]([F:30])=[CH:26][CH:25]=4)[O:23][C:19]=3[CH:18]=2)[S:13]([CH3:16])(=[O:15])=[O:14])=[CH:8][C:7]=1[C:40]([F:43])([F:42])[F:41].[BrH:44]. The catalyst is C(#N)C.CCOC(C)=O.O.[Cu]Br. The product is [Br:44][C:6]1[CH:11]=[CH:10][C:9]([N:12]([C:17]2[C:36]([CH:37]3[CH2:39][CH2:38]3)=[CH:35][C:20]3[C:21]([C:31]([NH:33][CH3:34])=[O:32])=[C:22]([C:24]4[CH:29]=[CH:28][C:27]([F:30])=[CH:26][CH:25]=4)[O:23][C:19]=3[CH:18]=2)[S:13]([CH3:16])(=[O:15])=[O:14])=[CH:8][C:7]=1[C:40]([F:43])([F:42])[F:41]. The yield is 0.730. (9) The reactants are [C@]12(C)C(C)(C)C(CC1)CC2C([O:12][C@H:13]([C:17]1[CH:22]=[CH:21][CH:20]=[CH:19][C:18]=1[N+:23]([O-:25])=[O:24])[CH:14]([CH3:16])[CH3:15])=O.C([O-])([O-])=O.[K+].[K+]. The catalyst is CO. The product is [N+:23]([C:18]1[CH:19]=[CH:20][CH:21]=[CH:22][C:17]=1[C@@H:13]([OH:12])[CH:14]([CH3:15])[CH3:16])([O-:25])=[O:24]. The yield is 0.970.